Dataset: Forward reaction prediction with 1.9M reactions from USPTO patents (1976-2016). Task: Predict the product of the given reaction. (1) Given the reactants [CH:1]([CH:4]([CH:7]([CH:10]([CH3:12])[CH3:11])[CH2:8][OH:9])[CH2:5][OH:6])([CH3:3])[CH3:2].[CH2:13]1[CH2:17][O:16][CH2:15][CH2:14]1.[C:18](Cl)(=[O:25])[C:19]1[CH:24]=[CH:23][CH:22]=[CH:21][CH:20]=1.N1C=C[CH:30]=[CH:29][CH:28]=1, predict the reaction product. The product is: [C:15]([O:9][CH2:8][CH:7]([CH:10]([CH3:12])[CH3:11])[CH:4]([CH:1]([CH3:3])[CH3:2])[CH2:5][O:6][C:18](=[O:25])[C:19]1[CH:24]=[CH:23][CH:22]=[CH:21][CH:20]=1)(=[O:16])[C:14]1[CH:13]=[CH:17][CH:30]=[CH:29][CH:28]=1. (2) Given the reactants [NH2:1][C:2]1[N:7]=[C:6]([NH:8][CH2:9][C:10]([CH3:21])([CH3:20])[CH2:11][NH:12]C(=O)OC(C)(C)C)[CH:5]=[C:4]([C:22]2[CH:27]=[CH:26][CH:25]=[C:24]([CH3:28])[C:23]=2[CH3:29])[N:3]=1, predict the reaction product. The product is: [NH2:12][CH2:11][C:10]([CH3:21])([CH3:20])[CH2:9][NH:8][C:6]1[CH:5]=[C:4]([C:22]2[CH:27]=[CH:26][CH:25]=[C:24]([CH3:28])[C:23]=2[CH3:29])[N:3]=[C:2]([NH2:1])[N:7]=1.